Task: Predict the reactants needed to synthesize the given product.. Dataset: Full USPTO retrosynthesis dataset with 1.9M reactions from patents (1976-2016) (1) The reactants are: Cl[C:2]1[N:7]=[C:6]([C:8]2[C:9]([N:28]([CH3:33])[S:29]([CH3:32])(=[O:31])=[O:30])=[CH:10][C:11]3[O:15][C:14]([C:16]4[CH:21]=[CH:20][C:19]([F:22])=[CH:18][CH:17]=4)=[C:13]([C:23]([NH:25][CH3:26])=[O:24])[C:12]=3[CH:27]=2)[CH:5]=[CH:4][C:3]=1[CH:34]=[O:35].[F:36][C:37]1[CH:45]=[CH:44][CH:43]=[C:42]2[C:38]=1[CH:39]=[C:40](B1OC(C)(C)C(C)(C)O1)[NH:41]2. Given the product [F:36][C:37]1[C:38]2[CH:39]=[C:40]3[C:2]4[N:7]=[C:6]([C:8]5[C:9]([N:28]([CH3:33])[S:29]([CH3:32])(=[O:30])=[O:31])=[CH:10][C:11]6[O:15][C:14]([C:16]7[CH:21]=[CH:20][C:19]([F:22])=[CH:18][CH:17]=7)=[C:13]([C:23]([NH:25][CH3:26])=[O:24])[C:12]=6[CH:27]=5)[CH:5]=[CH:4][C:3]=4[CH:34]([OH:35])[N:41]3[C:42]=2[CH:43]=[CH:44][CH:45]=1, predict the reactants needed to synthesize it. (2) Given the product [Cl:24][C:25]1[CH:30]=[CH:29][CH:28]=[CH:27][C:26]=1[CH2:31][S:32]([NH:1][C:2]1[CH:3]=[CH:4][C:5]([C:8]2[C:9]3[CH:23]=[CH:22][C:21]4[C:16](=[CH:17][CH:18]=[CH:19][CH:20]=4)[C:10]=3[NH:11][C:12](=[O:15])[CH2:13][N:14]=2)=[CH:6][CH:7]=1)(=[O:34])=[O:33], predict the reactants needed to synthesize it. The reactants are: [NH2:1][C:2]1[CH:7]=[CH:6][C:5]([C:8]2[C:9]3[CH:23]=[CH:22][C:21]4[C:16](=[CH:17][CH:18]=[CH:19][CH:20]=4)[C:10]=3[NH:11][C:12](=[O:15])[CH2:13][N:14]=2)=[CH:4][CH:3]=1.[Cl:24][C:25]1[CH:30]=[CH:29][CH:28]=[CH:27][C:26]=1[CH2:31][S:32](Cl)(=[O:34])=[O:33]. (3) Given the product [I:1][C:2]1[C:10]2[C:5](=[CH:6][CH:7]=[C:8]([N+:11]([O-:13])=[O:12])[CH:9]=2)[N:4]([C:21]([O:23][C:24]([CH3:27])([CH3:26])[CH3:25])=[O:22])[N:3]=1, predict the reactants needed to synthesize it. The reactants are: [I:1][C:2]1[C:10]2[C:5](=[CH:6][CH:7]=[C:8]([N+:11]([O-:13])=[O:12])[CH:9]=2)[NH:4][N:3]=1.C(N(CC)CC)C.[C:21](O[C:21]([O:23][C:24]([CH3:27])([CH3:26])[CH3:25])=[O:22])([O:23][C:24]([CH3:27])([CH3:26])[CH3:25])=[O:22]. (4) Given the product [CH3:15][O:14][CH2:13][O:12][C:7]1[CH:8]=[CH:9][CH:10]=[CH:11][C:6]=1[CH2:5][C:4]([OH:16])=[O:3], predict the reactants needed to synthesize it. The reactants are: C([O:3][C:4](=[O:16])[CH2:5][C:6]1[CH:11]=[CH:10][CH:9]=[CH:8][C:7]=1[O:12][CH2:13][O:14][CH3:15])C.[OH-].[Na+]. (5) Given the product [C:26]1([C:23]2[CH:24]=[C:5]([C:4]([OH:20])=[O:3])[C:7]3[C:12](=[CH:11][CH:10]=[N:9][CH:8]=3)[N:13]=2)[CH:31]=[CH:30][CH:29]=[CH:28][CH:27]=1, predict the reactants needed to synthesize it. The reactants are: C([O:3][C:4](=[O:20])[C:5]([C:7]1[CH:8]=[N:9][CH:10]=[CH:11][C:12]=1[NH:13]C(=O)C(C)(C)C)=O)C.[OH-].[K+].[C:23]([C:26]1[CH:31]=[CH:30][CH:29]=[CH:28][CH:27]=1)(=O)[CH3:24]. (6) Given the product [Br:9][C:5]1[C:6]([CH3:8])=[CH:7][C:2]([OH:12])=[N:3][C:4]=1[CH3:10], predict the reactants needed to synthesize it. The reactants are: N[C:2]1[CH:7]=[C:6]([CH3:8])[C:5]([Br:9])=[C:4]([CH3:10])[N:3]=1.N([O-])=[O:12].[Na+].